Dataset: Catalyst prediction with 721,799 reactions and 888 catalyst types from USPTO. Task: Predict which catalyst facilitates the given reaction. (1) Reactant: C(OC(=O)[NH:10][C:11]1([C:14]2[NH:18][C:17]([CH3:19])=[N:16][N:15]=2)[CH2:13][CH2:12]1)C1C=CC=CC=1. Product: [CH3:19][C:17]1[NH:18][C:14]([C:11]2([NH2:10])[CH2:13][CH2:12]2)=[N:15][N:16]=1. The catalyst class is: 19. (2) Reactant: [O:1]=[C:2]1[CH2:10][C:9]2[C:4](=[CH:5][C:6]([C:11]([C:13]3[CH:14]=[C:15]([NH:19][C:20]([C:22]4[S:23][C:24]([C:27](=[O:29])[CH3:28])=[CH:25][CH:26]=4)=[O:21])[CH:16]=[CH:17][CH:18]=3)=[O:12])=[CH:7][CH:8]=2)[NH:3]1.[CH:30](OCC)=[O:31].[O-]CC.[Na+].Cl. Product: [OH:31][CH:30]=[C:10]1[C:9]2[C:4](=[CH:5][C:6]([C:11]([C:13]3[CH:14]=[C:15]([NH:19][C:20]([C:22]4[S:23][C:24]([C:27](=[O:29])[CH3:28])=[CH:25][CH:26]=4)=[O:21])[CH:16]=[CH:17][CH:18]=3)=[O:12])=[CH:7][CH:8]=2)[NH:3][C:2]1=[O:1]. The catalyst class is: 8. (3) Reactant: [C:1]([N:9]1[C@@H:13]([C:14]([CH3:17])([CH3:16])[CH3:15])[C:12](=[O:18])OC1=O)(=[O:8])[C:2]1[CH:7]=[CH:6][CH:5]=[CH:4][CH:3]=1.[C:20]1([CH3:29])[CH:25]=[CH:24][C:23]([C@@H:26]([NH2:28])[CH3:27])=[CH:22][CH:21]=1.Cl. Product: [C:20]1([CH3:29])[CH:25]=[CH:24][C:23]([C@@H:26]([NH:28][C:12](=[O:18])[C@H:13]([C:14]([CH3:15])([CH3:16])[CH3:17])[NH:9][C:1](=[O:8])[C:2]2[CH:3]=[CH:4][CH:5]=[CH:6][CH:7]=2)[CH3:27])=[CH:22][CH:21]=1. The catalyst class is: 13. (4) Reactant: [CH3:1][C:2]1[CH:3]=[C:4]([CH:22]=[CH:23][C:24]=1[CH3:25])[C:5]([C:7]1[C:16](=[O:17])[C:15]2[C:10](=[CH:11][CH:12]=[C:13]([C:18]([F:21])([F:20])[F:19])[CH:14]=2)[NH:9][CH:8]=1)=[O:6].[H-].[Na+].Br.Br[CH2:30][C:31]1[CH:36]=[CH:35][CH:34]=[CH:33][N:32]=1. Product: [CH3:1][C:2]1[CH:3]=[C:4]([CH:22]=[CH:23][C:24]=1[CH3:25])[C:5]([C:7]1[C:16](=[O:17])[C:15]2[C:10](=[CH:11][CH:12]=[C:13]([C:18]([F:21])([F:19])[F:20])[CH:14]=2)[N:9]([CH2:30][C:31]2[CH:36]=[CH:35][CH:34]=[CH:33][N:32]=2)[CH:8]=1)=[O:6]. The catalyst class is: 9. (5) The catalyst class is: 1. Product: [CH2:34]([S:31]([N:6]([CH2:5][C:4]([OH:36])=[O:3])[CH2:7][C:8]1[CH:13]=[CH:12][CH:11]=[C:10]([CH2:14][O:15][C:16]2[CH:21]=[CH:20][C:19]([C:22]3[CH:27]=[C:26]([F:28])[C:25]([F:29])=[CH:24][C:23]=3[F:30])=[CH:18][CH:17]=2)[CH:9]=1)(=[O:32])=[O:33])[CH3:35]. Reactant: C([O:3][C:4](=[O:36])[CH2:5][N:6]([S:31]([CH2:34][CH3:35])(=[O:33])=[O:32])[CH2:7][C:8]1[CH:13]=[CH:12][CH:11]=[C:10]([CH2:14][O:15][C:16]2[CH:21]=[CH:20][C:19]([C:22]3[CH:27]=[C:26]([F:28])[C:25]([F:29])=[CH:24][C:23]=3[F:30])=[CH:18][CH:17]=2)[CH:9]=1)C.[OH-].[Li+]. (6) Reactant: C(O)(C(F)(F)F)=O.[OH:8][CH:9]1[CH2:14][CH2:13][N:12]([C:15]2[N:16]=[C:17]([O:48][CH3:49])[C:18]3[C:23]([C:24]4[CH:29]=[CH:28][CH:27]=[CH:26][CH:25]=4)=[C:22]([C:30]4[CH:35]=[CH:34][C:33]([C:36]5([NH:40]C(=O)OC(C)(C)C)[CH2:39][CH2:38][CH2:37]5)=[CH:32][CH:31]=4)[O:21][C:19]=3[N:20]=2)[CH2:11][CH2:10]1. Product: [NH2:40][C:36]1([C:33]2[CH:34]=[CH:35][C:30]([C:22]3[O:21][C:19]4[N:20]=[C:15]([N:12]5[CH2:11][CH2:10][CH:9]([OH:8])[CH2:14][CH2:13]5)[N:16]=[C:17]([O:48][CH3:49])[C:18]=4[C:23]=3[C:24]3[CH:29]=[CH:28][CH:27]=[CH:26][CH:25]=3)=[CH:31][CH:32]=2)[CH2:39][CH2:38][CH2:37]1. The catalyst class is: 2.